Dataset: Peptide-MHC class I binding affinity with 185,985 pairs from IEDB/IMGT. Task: Regression. Given a peptide amino acid sequence and an MHC pseudo amino acid sequence, predict their binding affinity value. This is MHC class I binding data. (1) The peptide sequence is LLLIALWNL. The MHC is HLA-A29:02 with pseudo-sequence HLA-A29:02. The binding affinity (normalized) is 0. (2) The peptide sequence is SYGCPTNPF. The MHC is HLA-B58:01 with pseudo-sequence HLA-B58:01. The binding affinity (normalized) is 0.213. (3) The peptide sequence is HSNLNDATY. The binding affinity (normalized) is 0.627. The MHC is HLA-A01:01 with pseudo-sequence HLA-A01:01. (4) The peptide sequence is AIYGAAFSGV. The MHC is HLA-A02:17 with pseudo-sequence HLA-A02:17. The binding affinity (normalized) is 0.405. (5) The peptide sequence is DQFSIPIRY. The MHC is HLA-A26:01 with pseudo-sequence HLA-A26:01. The binding affinity (normalized) is 0.0847. (6) The peptide sequence is DAMIHKTYI. The MHC is HLA-A02:03 with pseudo-sequence HLA-A02:03. The binding affinity (normalized) is 0.323. (7) The peptide sequence is IQYPLWWGH. The binding affinity (normalized) is 0.439. The MHC is HLA-A31:01 with pseudo-sequence HLA-A31:01. (8) The peptide sequence is IVTMFEALPH. The MHC is HLA-A11:01 with pseudo-sequence HLA-A11:01. The binding affinity (normalized) is 0.398.